This data is from Forward reaction prediction with 1.9M reactions from USPTO patents (1976-2016). The task is: Predict the product of the given reaction. (1) Given the reactants [CH:1]1([CH2:7][N:8]2[C:16]3[C:11](=[CH:12][C:13]([F:17])=[CH:14][CH:15]=3)[CH:10]=[CH:9]2)[CH2:6][CH2:5][CH2:4][CH2:3][CH2:2]1.[C:18](Cl)(=[O:22])C([Cl:21])=O.C(N(CC)CC)C.[CH2:31]([N:33]1[CH2:38][CH2:37][NH:36][CH2:35][CH2:34]1)[CH3:32], predict the reaction product. The product is: [ClH:21].[CH:1]1([CH2:7][N:8]2[C:16]3[C:11](=[CH:12][C:13]([F:17])=[CH:14][CH:15]=3)[C:10]([C:18]([N:36]3[CH2:37][CH2:38][N:33]([CH2:31][CH3:32])[CH2:34][CH2:35]3)=[O:22])=[CH:9]2)[CH2:2][CH2:3][CH2:4][CH2:5][CH2:6]1. (2) Given the reactants Br[CH:2]([CH:8](Br)[C:9]1[CH:14]=[CH:13][C:12]([O:15][CH2:16][C:17]2[CH:22]=[CH:21][CH:20]=[CH:19][C:18]=2[O:23][C:24]2[CH:29]=[CH:28][CH:27]=[CH:26][CH:25]=2)=[CH:11][N:10]=1)[C:3](OCC)=[O:4].Cl.[OH:32][NH2:33].[OH-].[Na+].CO.C(O)(=O)CC(CC(O)=O)(C(O)=O)O, predict the reaction product. The product is: [O:23]([C:18]1[CH:19]=[CH:20][CH:21]=[CH:22][C:17]=1[CH2:16][O:15][C:12]1[CH:13]=[CH:14][C:9]([C:8]2[O:32][N:33]=[C:3]([OH:4])[CH:2]=2)=[N:10][CH:11]=1)[C:24]1[CH:29]=[CH:28][CH:27]=[CH:26][CH:25]=1. (3) Given the reactants [CH:1]1[C:10]2[C:5](=[CH:6][CH:7]=[CH:8][CH:9]=2)[CH:4]=[CH:3][C:2]=1[CH2:11][O:12][CH2:13][C:14]1[O:18][N:17]=[C:16]([C:19]([OH:21])=O)[CH:15]=1.[O:22]1[CH2:27][CH2:26][CH:25]([CH2:28][NH2:29])[CH2:24][CH2:23]1.ON1C2C=CC=CC=2N=N1.Cl.C(N=C=NCCCN(C)C)C, predict the reaction product. The product is: [O:22]1[CH2:27][CH2:26][CH:25]([CH2:28][NH:29][C:19]([C:16]2[CH:15]=[C:14]([CH2:13][O:12][CH2:11][C:2]3[CH:3]=[CH:4][C:5]4[C:10](=[CH:9][CH:8]=[CH:7][CH:6]=4)[CH:1]=3)[O:18][N:17]=2)=[O:21])[CH2:24][CH2:23]1. (4) Given the reactants C[O:2][C:3](=[O:34])[CH2:4][CH2:5][NH:6][C:7](=[O:33])[C:8]1[CH:13]=[CH:12][C:11]([O:14][CH2:15][C:16]2[CH:21]=[CH:20][C:19]([C:22]3[CH:27]=[CH:26][C:25]([C:28]([F:31])([F:30])[F:29])=[CH:24][CH:23]=3)=[CH:18][C:17]=2[CH3:32])=[CH:10][CH:9]=1.[OH-].[Na+].Cl, predict the reaction product. The product is: [CH3:32][C:17]1[CH:18]=[C:19]([C:22]2[CH:23]=[CH:24][C:25]([C:28]([F:29])([F:31])[F:30])=[CH:26][CH:27]=2)[CH:20]=[CH:21][C:16]=1[CH2:15][O:14][C:11]1[CH:12]=[CH:13][C:8]([C:7]([NH:6][CH2:5][CH2:4][C:3]([OH:34])=[O:2])=[O:33])=[CH:9][CH:10]=1. (5) Given the reactants Cl[C:2]1[N:7]=[C:6]([CH3:8])[C:5]([CH2:9][C:10]([O:12][CH3:13])=[O:11])=[C:4]([C:14]2[CH:19]=[CH:18][CH:17]=[CH:16][CH:15]=2)[N:3]=1.[C:20]1(B(O)O)[CH:25]=[CH:24][CH:23]=[CH:22][CH:21]=1.C(N(CC)C(C)C)(C)C, predict the reaction product. The product is: [CH3:8][C:6]1[C:5]([CH2:9][C:10]([O:12][CH3:13])=[O:11])=[C:4]([C:14]2[CH:19]=[CH:18][CH:17]=[CH:16][CH:15]=2)[N:3]=[C:2]([C:20]2[CH:25]=[CH:24][CH:23]=[CH:22][CH:21]=2)[N:7]=1. (6) The product is: [C:16]([Si:20]([CH3:22])([CH3:21])[O:8][C@@H:6]([CH2:5][C:4]#[C:3][Si:2]([CH3:10])([CH3:9])[CH3:1])[CH3:7])([CH3:19])([CH3:18])[CH3:17]. Given the reactants [CH3:1][Si:2]([CH3:10])([CH3:9])[C:3]#[C:4][CH2:5][C@H:6]([OH:8])[CH3:7].N1C=CN=C1.[C:16]([Si:20](Cl)([CH3:22])[CH3:21])([CH3:19])([CH3:18])[CH3:17], predict the reaction product.